From a dataset of Reaction yield outcomes from USPTO patents with 853,638 reactions. Predict the reaction yield, written as a fraction of the theoretical maximum amount of product (1.0 means a 100% yield; for example, 0.34 means a 34% yield). (1) The product is [CH3:12][CH:13]([CH:15]([NH:19][C:6](=[O:11])[C:7]([CH3:10])([CH3:9])[CH3:8])[CH:16]([CH3:18])[CH3:17])[CH3:14]. The reactants are C(N[C:6](=[O:11])[C:7]([CH3:10])([CH3:9])[CH3:8])(C)(C)C.[CH3:12][CH:13]([CH:15]([NH2:19])[CH:16]([CH3:18])[CH3:17])[CH3:14].C(N(CC)CC)C.C(Cl)(=O)C(C)(C)C. No catalyst specified. The yield is 0.980. (2) The reactants are [N:1]1([C:7]([O:9][C:10]([CH3:13])([CH3:12])[CH3:11])=[O:8])[CH2:6][CH2:5][NH:4][CH2:3][CH2:2]1.C(=O)([O-])[O-].[K+].[K+].Br[CH2:21][C:22]#[N:23]. The catalyst is CN(C)C=O. The product is [C:22]([CH2:21][N:4]1[CH2:5][CH2:6][N:1]([C:7]([O:9][C:10]([CH3:13])([CH3:12])[CH3:11])=[O:8])[CH2:2][CH2:3]1)#[N:23]. The yield is 0.300. (3) The catalyst is C1COCC1.CO. The yield is 0.820. The reactants are C=O.[C:3]([BH3-])#N.[Na+].[CH3:7][O:8][C:9]1[CH:10]=[C:11]2[C:16](=[CH:17][C:18]=1[O:19][CH2:20][CH:21]1[CH2:26][CH2:25][NH:24][CH2:23][CH2:22]1)[N:15]=[CH:14][N:13]([CH2:27][O:28][C:29](=[O:34])[C:30]([CH3:33])([CH3:32])[CH3:31])[C:12]2=[O:35]. The product is [CH3:7][O:8][C:9]1[CH:10]=[C:11]2[C:16](=[CH:17][C:18]=1[O:19][CH2:20][CH:21]1[CH2:22][CH2:23][N:24]([CH3:3])[CH2:25][CH2:26]1)[N:15]=[CH:14][N:13]([CH2:27][O:28][C:29](=[O:34])[C:30]([CH3:31])([CH3:32])[CH3:33])[C:12]2=[O:35]. (4) The reactants are [CH2:1]1[C:5]2=[C:6]3[C:7]([CH2:10][CH2:11]/[C:12]/3=[CH:13]\[CH2:14][NH2:15])=[N:8][CH:9]=[C:4]2[O:3][CH2:2]1.C(N(CC)CC)C.[C:23](Cl)(=[O:26])[CH2:24][CH3:25]. The catalyst is ClCCl.C(=O)([O-])O.[Na+]. The product is [CH2:1]1[C:5]2=[C:6]3[C:7]([CH2:10][CH2:11]/[C:12]/3=[CH:13]\[CH2:14][NH:15][C:23](=[O:26])[CH2:24][CH3:25])=[N:8][CH:9]=[C:4]2[O:3][CH2:2]1. The yield is 0.750.